From a dataset of Full USPTO retrosynthesis dataset with 1.9M reactions from patents (1976-2016). Predict the reactants needed to synthesize the given product. Given the product [C:1]([O:5][C:6]([N:8]1[CH2:13][CH2:12][C:11]([NH2:26])([CH2:17][C:18]2[CH:23]=[CH:22][CH:21]=[CH:20][CH:19]=2)[CH2:10][CH2:9]1)=[O:7])([CH3:4])([CH3:3])[CH3:2], predict the reactants needed to synthesize it. The reactants are: [C:1]([O:5][C:6]([N:8]1[CH2:13][CH2:12][C:11]([CH2:17][C:18]2[CH:23]=[CH:22][CH:21]=[CH:20][CH:19]=2)(C(O)=O)[CH2:10][CH2:9]1)=[O:7])([CH3:4])([CH3:3])[CH3:2].CC[N:26](CC)CC.C1C=CC(P(N=[N+]=[N-])(C2C=CC=CC=2)=O)=CC=1.